This data is from Forward reaction prediction with 1.9M reactions from USPTO patents (1976-2016). The task is: Predict the product of the given reaction. (1) Given the reactants [OH:1][CH2:2][C:3]([C:5]1[CH:10]=[CH:9][CH:8]=[CH:7][CH:6]=1)=[O:4].[CH2:11](O)[CH2:12][OH:13], predict the reaction product. The product is: [C:5]1([C:3]2([CH2:2][OH:1])[O:13][CH2:12][CH2:11][O:4]2)[CH:10]=[CH:9][CH:8]=[CH:7][CH:6]=1. (2) Given the reactants [CH3:1][C:2]1([CH3:27])[CH2:11][CH2:10][C:9]([CH3:13])([CH3:12])[C:8]2[CH:7]=[C:6]([C:14]3[N:19]=[C:18]([N:20]4[CH2:25][CH2:24][CH2:23][CH:22]([NH2:26])[CH2:21]4)[CH:17]=[CH:16][CH:15]=3)[CH:5]=[CH:4][C:3]1=2.Cl[CH2:29][CH2:30][CH2:31][OH:32].Cl, predict the reaction product. The product is: [CH3:1][C:2]1([CH3:27])[CH2:11][CH2:10][C:9]([CH3:12])([CH3:13])[C:8]2[CH:7]=[C:6]([C:14]3[N:19]=[C:18]([N:20]4[CH2:25][CH2:24][CH2:23][CH:22]([NH:26][CH2:29][CH2:30][CH2:31][OH:32])[CH2:21]4)[CH:17]=[CH:16][CH:15]=3)[CH:5]=[CH:4][C:3]1=2. (3) Given the reactants [Br:1][C:2]1[CH:10]=[C:9]2[C:5]([C:6](=[N:12]O)C(=O)[NH:8]2)=[CH:4][CH:3]=1.N1C(C)=CC=CC=1C.FC(F)(F)S(OS(C(F)(F)F)(=O)=O)(=O)=O.C1CCN2C(=NCCC2)CC1.C([O-])(O)=O.[Na+], predict the reaction product. The product is: [NH2:8][C:9]1[CH:10]=[C:2]([Br:1])[CH:3]=[CH:4][C:5]=1[C:6]#[N:12]. (4) Given the reactants [Cl:1][C:2]1[CH:7]=[CH:6][C:5]([CH:8]([OH:29])[CH2:9][CH2:10][N:11]2[CH2:16][CH2:15][CH:14]([C:17]3[CH:18]=[C:19]([NH:23][C:24](=[O:28])[CH:25]([CH3:27])[CH3:26])[CH:20]=[CH:21][CH:22]=3)[CH2:13][CH2:12]2)=[CH:4][CH:3]=1.[C:30]1(O)[CH:35]=[CH:34][CH:33]=[CH:32][CH:31]=1, predict the reaction product. The product is: [Cl:1][C:2]1[CH:3]=[CH:4][C:5]([CH:8]([O:29][C:30]2[CH:35]=[CH:34][CH:33]=[CH:32][CH:31]=2)[CH2:9][CH2:10][N:11]2[CH2:16][CH2:15][CH:14]([C:17]3[CH:18]=[C:19]([NH:23][C:24](=[O:28])[CH:25]([CH3:26])[CH3:27])[CH:20]=[CH:21][CH:22]=3)[CH2:13][CH2:12]2)=[CH:6][CH:7]=1. (5) Given the reactants [N+:1]([C:4]1[CH:5]=[CH:6][C:7]([NH:17][CH2:18][CH2:19][C:20]2[CH:25]=[CH:24][CH:23]=[CH:22][N:21]=2)=[C:8]([CH:10]=[CH:11][C:12](OCC)=[O:13])[CH:9]=1)([O-])=O.[H][H], predict the reaction product. The product is: [NH2:1][C:4]1[CH:9]=[C:8]2[C:7](=[CH:6][CH:5]=1)[N:17]([CH2:18][CH2:19][C:20]1[CH:25]=[CH:24][CH:23]=[CH:22][N:21]=1)[C:12](=[O:13])[CH2:11][CH2:10]2.